From a dataset of NCI-60 drug combinations with 297,098 pairs across 59 cell lines. Regression. Given two drug SMILES strings and cell line genomic features, predict the synergy score measuring deviation from expected non-interaction effect. (1) Drug 1: CN1CCC(CC1)COC2=C(C=C3C(=C2)N=CN=C3NC4=C(C=C(C=C4)Br)F)OC. Drug 2: CCC1(C2=C(COC1=O)C(=O)N3CC4=CC5=C(C=CC(=C5CN(C)C)O)N=C4C3=C2)O.Cl. Cell line: MALME-3M. Synergy scores: CSS=17.1, Synergy_ZIP=-4.54, Synergy_Bliss=-0.0438, Synergy_Loewe=-10.4, Synergy_HSA=-0.790. (2) Drug 1: C#CCC(CC1=CN=C2C(=N1)C(=NC(=N2)N)N)C3=CC=C(C=C3)C(=O)NC(CCC(=O)O)C(=O)O. Drug 2: CC(C)NC(=O)C1=CC=C(C=C1)CNNC.Cl. Cell line: MCF7. Synergy scores: CSS=1.07, Synergy_ZIP=-0.630, Synergy_Bliss=1.13, Synergy_Loewe=-0.546, Synergy_HSA=-0.549. (3) Drug 1: C1=CC(=CC=C1CCC2=CNC3=C2C(=O)NC(=N3)N)C(=O)NC(CCC(=O)O)C(=O)O. Drug 2: CCCCCOC(=O)NC1=NC(=O)N(C=C1F)C2C(C(C(O2)C)O)O. Cell line: HOP-62. Synergy scores: CSS=41.4, Synergy_ZIP=8.81, Synergy_Bliss=11.2, Synergy_Loewe=-59.0, Synergy_HSA=9.23.